Dataset: Tyrosyl-DNA phosphodiesterase HTS with 341,365 compounds. Task: Binary Classification. Given a drug SMILES string, predict its activity (active/inactive) in a high-throughput screening assay against a specified biological target. (1) The molecule is ON1C(C(=NC1c1ccc(OC)cc1)c1ccccc1)(C)C. The result is 0 (inactive). (2) The drug is s1c(N)c(C(=O)c2ccc(cc2)C)cc1C. The result is 0 (inactive). (3) The compound is o1cc(C(=O)/C=C\c2ccccc2)cc1. The result is 0 (inactive). (4) The drug is S1C2N(C(=O)C2(OC)NC(=O)Cc2sccc2)C(=C(C1)COC(=O)N)C([O-])=O. The result is 1 (active). (5) The molecule is S=C(NC1C(O)Cc2c1cccc2)Nc1ccc(cc1)C(OC)=O. The result is 0 (inactive). (6) The compound is s1c(nn2c1nc(COC(=O)c1c(NC(=O)C3CCCCC3)cccc1)cc2=O)CC(C)C. The result is 0 (inactive).